From a dataset of Forward reaction prediction with 1.9M reactions from USPTO patents (1976-2016). Predict the product of the given reaction. (1) Given the reactants [F:1][C:2]1[C:8]([F:9])=[CH:7][CH:6]=[CH:5][C:3]=1[NH2:4].[N:10]([O-])=O.[Na+].C([O-])(=O)C.[Na+].[C:19]([CH2:22][C:23](=[O:25])[CH3:24])(=[O:21])[CH3:20], predict the reaction product. The product is: [F:1][C:2]1[C:8]([F:9])=[CH:7][CH:6]=[CH:5][C:3]=1[NH:4][N:10]=[C:22]([C:23](=[O:25])[CH3:24])[C:19](=[O:21])[CH3:20]. (2) Given the reactants [Cl:1][C:2]1[N:7]=[CH:6][C:5]([C:8]2[S:9][C:10]3[CH2:16][CH2:15][NH:14][CH2:13][CH2:12][C:11]=3[N:17]=2)=[CH:4][CH:3]=1.[C:18]1(=O)[CH2:21][CH2:20][CH2:19]1, predict the reaction product. The product is: [Cl:1][C:2]1[N:7]=[CH:6][C:5]([C:8]2[S:9][C:10]3[CH2:16][CH2:15][N:14]([CH:18]4[CH2:21][CH2:20][CH2:19]4)[CH2:13][CH2:12][C:11]=3[N:17]=2)=[CH:4][CH:3]=1. (3) Given the reactants C1([O:7][S:8](=O)(=[O:10])[NH2:9])C=CC=CC=1.[F:12][C:13]([F:20])([F:19])[CH2:14][C:15]1([OH:18])[CH2:17][CH2:16]1, predict the reaction product. The product is: [F:12][C:13]([F:20])([F:19])[CH2:14][C:15]1([O:18][S:8](=[O:10])(=[O:7])[NH2:9])[CH2:17][CH2:16]1. (4) Given the reactants [N:1]1([CH2:6][CH2:7][CH2:8][NH:9][C:10](=[O:33])/[C:11](/[CH2:21][O:22][C:23]2[C:32]3[C:27](=[CH:28][CH:29]=[CH:30][CH:31]=3)[CH:26]=[CH:25][CH:24]=2)=[CH:12]/[CH2:13][CH2:14][CH2:15][CH2:16][C:17]([O:19]C)=[O:18])[CH:5]=[CH:4][N:3]=[CH:2]1.O.[OH-].[Li+].O1CCCC1, predict the reaction product. The product is: [N:1]1([CH2:6][CH2:7][CH2:8][NH:9][C:10](=[O:33])/[C:11](/[CH2:21][O:22][C:23]2[C:32]3[C:27](=[CH:28][CH:29]=[CH:30][CH:31]=3)[CH:26]=[CH:25][CH:24]=2)=[CH:12]/[CH2:13][CH2:14][CH2:15][CH2:16][C:17]([OH:19])=[O:18])[CH:5]=[CH:4][N:3]=[CH:2]1. (5) Given the reactants Br[C:2]1[CH:7]=[CH:6][C:5]([CH3:8])=[CH:4][N:3]=1.[CH3:9][O:10][C:11](=[O:28])[C:12]1[CH:17]=[C:16](B2OC(C)(C)C(C)(C)O2)[CH:15]=[C:14]([Br:27])[CH:13]=1.[O-]P([O-])([O-])=O.[K+].[K+].[K+], predict the reaction product. The product is: [CH3:9][O:10][C:11](=[O:28])[C:12]1[CH:17]=[C:16]([C:2]2[CH:7]=[CH:6][C:5]([CH3:8])=[CH:4][N:3]=2)[CH:15]=[C:14]([Br:27])[CH:13]=1. (6) Given the reactants Cl[C:2]1[N:7]=[C:6]([C:8]2[C:9]([C:17]3[CH:18]=[CH:19][C:20](F)=[C:21]([NH:23][C:24](=[O:31])[CH2:25][C:26]4[S:27][CH:28]=[CH:29][CH:30]=4)[CH:22]=3)=[N:10][N:11]3[CH:16]=[CH:15][CH:14]=[CH:13][C:12]=23)[CH:5]=[CH:4][N:3]=1.N1([CH2:38][C:39]2[CH:40]=[C:41]([CH:43]=[CH:44][CH:45]=2)[NH2:42])CCCC1, predict the reaction product. The product is: [NH2:3][CH:4]1[CH2:38][C:39]2[CH:40]=[C:41]([NH:42][C:2]3[N:7]=[C:6]([C:8]4[C:9]([C:17]5[CH:22]=[C:21]([NH:23][C:24](=[O:31])[CH2:25][C:26]6[S:27][CH:28]=[CH:29][CH:30]=6)[CH:20]=[CH:19][CH:18]=5)=[N:10][N:11]5[CH:16]=[CH:15][CH:14]=[CH:13][C:12]=45)[CH:5]=[CH:4][N:3]=3)[CH:43]=[CH:44][C:45]=2[CH2:6][CH2:5]1. (7) Given the reactants FC(F)(F)C(O)=O.C(OC([NH:15][C:16]1[CH:24]=[C:23]([F:25])[CH:22]=[C:21]2[C:17]=1[CH:18]=[CH:19][N:20]2[C:26]([C:33]1[CH:38]=[CH:37][C:36]([Cl:39])=[CH:35][CH:34]=1)([CH2:31][CH3:32])[C:27]([O:29][CH3:30])=[O:28])=O)(C)(C)C, predict the reaction product. The product is: [NH2:15][C:16]1[CH:24]=[C:23]([F:25])[CH:22]=[C:21]2[C:17]=1[CH:18]=[CH:19][N:20]2[C:26]([C:33]1[CH:34]=[CH:35][C:36]([Cl:39])=[CH:37][CH:38]=1)([CH2:31][CH3:32])[C:27]([O:29][CH3:30])=[O:28]. (8) The product is: [CH2:20]([O:19][C:17]([NH:1][CH2:2][CH:3]1[CH2:8][CH2:7][N:6]([C:9]([O:11][C:12]([CH3:15])([CH3:14])[CH3:13])=[O:10])[CH2:5][CH2:4]1)=[O:18])[C:21]1[CH:26]=[CH:25][CH:24]=[CH:23][CH:22]=1. Given the reactants [NH2:1][CH2:2][CH:3]1[CH2:8][CH2:7][N:6]([C:9]([O:11][C:12]([CH3:15])([CH3:14])[CH3:13])=[O:10])[CH2:5][CH2:4]1.Cl[C:17]([O:19][CH2:20][C:21]1[CH:26]=[CH:25][CH:24]=[CH:23][CH:22]=1)=[O:18], predict the reaction product. (9) The product is: [Br:31][C:28]1[CH:29]=[CH:30][C:25]([C:22]2[CH:23]=[CH:24][C:19]([N:7]([C:1]3[CH:6]=[CH:5][CH:4]=[CH:3][CH:2]=3)[C:8]3[CH:17]=[CH:16][C:15]4[C:10](=[CH:11][CH:12]=[CH:13][CH:14]=4)[CH:9]=3)=[CH:20][CH:21]=2)=[CH:26][CH:27]=1. Given the reactants [C:1]1([NH:7][C:8]2[CH:17]=[CH:16][C:15]3[C:10](=[CH:11][CH:12]=[CH:13][CH:14]=3)[CH:9]=2)[CH:6]=[CH:5][CH:4]=[CH:3][CH:2]=1.Br[C:19]1[CH:24]=[CH:23][C:22]([C:25]2[CH:30]=[CH:29][C:28]([Br:31])=[CH:27][CH:26]=2)=[CH:21][CH:20]=1.CC(C)([O-])C.[Na+], predict the reaction product. (10) Given the reactants Br[CH2:2][CH2:3][C:4]1[CH:9]=[CH:8][C:7]([O:10][CH3:11])=[CH:6][C:5]=1[N+:12]([O-:14])=[O:13].[CH3:15][S-:16].[Na+], predict the reaction product. The product is: [CH3:11][O:10][C:7]1[CH:8]=[CH:9][C:4]([CH2:3][CH2:2][S:16][CH3:15])=[C:5]([N+:12]([O-:14])=[O:13])[CH:6]=1.